This data is from Reaction yield outcomes from USPTO patents with 853,638 reactions. The task is: Predict the reaction yield, written as a fraction of the theoretical maximum amount of product (1.0 means a 100% yield; for example, 0.34 means a 34% yield). (1) The reactants are [CH:1]([OH:3])=[O:2].C(OC(=O)C)(=O)C.O[CH2:12][C:13]1[CH:21]=[CH:20][C:16]([C:17]([OH:19])=[O:18])=[CH:15][CH:14]=1. The catalyst is O. The product is [CH:1]([O:3][CH2:12][C:13]1[CH:21]=[CH:20][C:16]([C:17]([OH:19])=[O:18])=[CH:15][CH:14]=1)=[O:2]. The yield is 0.910. (2) The reactants are [F:1][C:2]1[CH:3]=[CH:4][CH:5]=[C:6]2[C:10]=1[NH:9][CH:8]=[C:7]2[CH2:11][NH:12][CH3:13].CNCC1C2C=CC=CC=2N2CCCC=12.[NH2:29][C:30]1[N:35]=[CH:34][C:33](/[CH:36]=[CH:37]/[C:38]([OH:40])=O)=[CH:32][CH:31]=1.Cl.O=C1NC2N=CC(/C=C/C(O)=O)=CC=2CC1. No catalyst specified. The product is [NH2:29][C:30]1[N:35]=[CH:34][C:33](/[CH:36]=[CH:37]/[C:38]([N:12]([CH2:11][C:7]2[C:6]3[C:10](=[C:2]([F:1])[CH:3]=[CH:4][CH:5]=3)[NH:9][CH:8]=2)[CH3:13])=[O:40])=[CH:32][CH:31]=1. The yield is 0.180. (3) The reactants are [O:1]=[C:2]1[C:7]2([CH2:12][CH2:11][N:10]([C:13](OC(C)(C)C)=O)[CH2:9][CH2:8]2)[CH2:6][CH2:5][CH2:4][NH:3]1.[H-].[Na+].Cl[CH2:23][C:24]1[C:33]2[C:28](=[CH:29][CH:30]=[CH:31][CH:32]=2)[CH:27]=[CH:26][CH:25]=1.[CH3:34][N:35]([CH:37]=O)C. The catalyst is C1COCC1.[I-].C([N+](CCCC)(CCCC)CCCC)CCC. The product is [C:24]1([CH2:23][N:3]2[CH2:4][CH2:5][CH2:6][C:7]3([CH2:8][CH2:9][N:10]([C:13]4[CH:34]=[N:35][C:37]5[C:2](=[CH:7][CH:6]=[CH:5][CH:4]=5)[N:3]=4)[CH2:11][CH2:12]3)[C:2]2=[O:1])[C:33]2[C:28](=[CH:29][CH:30]=[CH:31][CH:32]=2)[CH:27]=[CH:26][CH:25]=1. The yield is 0.610. (4) The reactants are [CH:1]1([N:7]2[CH2:11][CH:10]([CH2:12]O)[CH2:9][C:8]2=[O:14])[CH2:6][CH2:5][CH2:4][CH2:3][CH2:2]1.II.C(O)(=O)C. The catalyst is CN(C)C(=O)C.[Zn]. The product is [CH:1]1([N:7]2[CH2:11][CH:10]([CH3:12])[CH2:9][C:8]2=[O:14])[CH2:6][CH2:5][CH2:4][CH2:3][CH2:2]1. The yield is 0.450. (5) The reactants are F[C:2]1[CH:8]=[C:7]([C:9]#[C:10][Si](C)(C)C)[CH:6]=[CH:5][C:3]=1[NH2:4].[C:15]([S-:20])(=[S:19])OCC.[K+].O.Cl. The catalyst is CN(C=O)C. The product is [C:9]([C:7]1[CH:6]=[CH:5][C:3]2[N:4]=[C:15]([SH:20])[S:19][C:2]=2[CH:8]=1)#[CH:10]. The yield is 0.990.